Dataset: Full USPTO retrosynthesis dataset with 1.9M reactions from patents (1976-2016). Task: Predict the reactants needed to synthesize the given product. (1) Given the product [Cl:24][C:25]1[C:30]([O:31][CH2:32][C:33]([N:11]2[CH2:12][CH2:13][C:14]3[N:18]=[C:17]4[S:19][C:20]([CH3:22])=[N:21][N:16]4[C:15]=3[CH:10]2[C:8]2[S:7][CH:6]=[C:5]([C:3]([N:2]([CH3:23])[CH3:1])=[O:4])[CH:9]=2)=[O:34])=[CH:29][CH:28]=[C:27]([NH:40][S:41]([CH3:44])(=[O:43])=[O:42])[N:26]=1, predict the reactants needed to synthesize it. The reactants are: [CH3:1][N:2]([CH3:23])[C:3]([C:5]1[CH:9]=[C:8]([CH:10]2[C:15]3[N:16]4[N:21]=[C:20]([CH3:22])[S:19][C:17]4=[N:18][C:14]=3[CH2:13][CH2:12][NH:11]2)[S:7][CH:6]=1)=[O:4].[Cl:24][C:25]1[C:30]([O:31][CH2:32][C:33](OC(C)(C)C)=[O:34])=[CH:29][CH:28]=[C:27]([NH:40][S:41]([CH3:44])(=[O:43])=[O:42])[N:26]=1. (2) Given the product [C@:1]12([CH3:13])[C:7]([CH3:9])([CH3:8])[CH:4]([CH2:5][CH2:6]1)[CH2:3][CH:2]2[C:10]([O:26][CH:21]([C:18]1[CH:19]=[CH:20][C:15]([I:14])=[CH:16][C:17]=1[N+:27]([O-:29])=[O:28])[C:22]([CH3:24])([CH3:25])[CH3:23])=[O:11], predict the reactants needed to synthesize it. The reactants are: [C@:1]12([CH3:13])[C:7]([CH3:9])([CH3:8])[CH:4]([CH2:5][CH2:6]1)[CH2:3][CH:2]2[C:10](Cl)=[O:11].[I:14][C:15]1[CH:20]=[CH:19][C:18]([CH:21]([OH:26])[C:22]([CH3:25])([CH3:24])[CH3:23])=[C:17]([N+:27]([O-:29])=[O:28])[CH:16]=1.